Dataset: Full USPTO retrosynthesis dataset with 1.9M reactions from patents (1976-2016). Task: Predict the reactants needed to synthesize the given product. (1) Given the product [O:19]1[C:18]2[CH:22]=[CH:23][C:15]([NH:14][S:11]([C:8]3[CH:9]=[CH:10][C:5]([CH2:4][CH2:3][CH2:2][NH:1][C:39](=[O:40])[CH2:38][O:37][CH2:36][C:35]4[CH:42]=[CH:43][C:32]([F:31])=[CH:33][CH:34]=4)=[CH:6][CH:7]=3)(=[O:13])=[O:12])=[CH:16][C:17]=2[O:21][CH2:20]1, predict the reactants needed to synthesize it. The reactants are: [NH2:1][CH2:2][CH2:3][CH2:4][C:5]1[CH:10]=[CH:9][C:8]([S:11]([NH:14][C:15]2[CH:23]=[CH:22][C:18]3[O:19][CH2:20][O:21][C:17]=3[CH:16]=2)(=[O:13])=[O:12])=[CH:7][CH:6]=1.C(N(CC)CC)C.[F:31][C:32]1[CH:43]=[CH:42][C:35]([CH2:36][O:37][CH2:38][C:39](Cl)=[O:40])=[CH:34][CH:33]=1.COC1C=C(S(N2CCC(CCCNC(=O)COCC3C=CC(F)=CC=3)C2)(=O)=O)C=CC=1OC. (2) The reactants are: O1CCN([C:7]2[CH:12]=[CH:11][C:10]([NH:13][C:14]([C:16]3[CH:17]=[C:18]([CH:26]=[CH:27][CH:28]=3)[CH2:19][S:20][CH2:21][CH2:22][C:23]([OH:25])=[O:24])=[O:15])=[C:9]([C:29]3[CH:34]=[C:33]([C:35](=[O:48])[NH:36][CH2:37][C:38]4[CH:43]=[CH:42][CH:41]=[C:40]([C:44]([F:47])([F:46])[F:45])[CH:39]=4)[CH:32]=[CH:31][N:30]=3)[CH:8]=2)CC1.[CH2:49]([OH:51])[CH3:50]. Given the product [CH2:49]([O:51][C:7]1[CH:12]=[CH:11][C:10]([NH:13][C:14]([C:16]2[CH:17]=[C:18]([CH:26]=[CH:27][CH:28]=2)[CH2:19][S:20][CH2:21][CH2:22][C:23]([OH:25])=[O:24])=[O:15])=[C:9]([C:29]2[CH:34]=[C:33]([C:35](=[O:48])[NH:36][CH2:37][C:38]3[CH:43]=[CH:42][CH:41]=[C:40]([C:44]([F:45])([F:46])[F:47])[CH:39]=3)[CH:32]=[CH:31][N:30]=2)[CH:8]=1)[CH3:50], predict the reactants needed to synthesize it. (3) Given the product [NH2:1][C:2]1[CH:11]=[C:10]([O:12][CH3:13])[C:9]([Br:14])=[CH:8][C:3]=1[C:4]([O:6][CH3:7])=[O:5].[BrH:14], predict the reactants needed to synthesize it. The reactants are: [NH2:1][C:2]1[CH:11]=[C:10]([O:12][CH3:13])[CH:9]=[CH:8][C:3]=1[C:4]([O:6][CH3:7])=[O:5].[Br:14]Br. (4) Given the product [Br:1][C:2]1[CH:3]=[C:4]([NH2:19])[C:5]([NH:8][C:9]([CH3:17])([CH3:18])[CH2:10][N:11]2[CH2:16][CH2:15][O:14][CH2:13][CH2:12]2)=[CH:6][CH:7]=1, predict the reactants needed to synthesize it. The reactants are: [Br:1][C:2]1[CH:7]=[CH:6][C:5]([NH:8][C:9]([CH3:18])([CH3:17])[CH2:10][N:11]2[CH2:16][CH2:15][O:14][CH2:13][CH2:12]2)=[C:4]([N+:19]([O-])=O)[CH:3]=1.[H][H]. (5) Given the product [Cl:1][C:2]1[C:7]2[C:8](=[O:9])[NH:19][N:20]=[CH:10][C:6]=2[CH:5]=[C:4]([Cl:13])[N:3]=1, predict the reactants needed to synthesize it. The reactants are: [Cl:1][C:2]1[C:7]2[C:8](=O)[O:9][CH:10](O)[C:6]=2[CH:5]=[C:4]([Cl:13])[N:3]=1.S(O)(O)(=O)=O.[NH2:19][NH2:20].C([O-])(=O)C.[Na+]. (6) The reactants are: [CH2:1]([N:3]1[CH:7]=[C:6](B(O)O)[CH:5]=[N:4]1)[CH3:2].[C:11]([N:14]1[C:23]2[C:18](=[CH:19][C:20](Br)=[CH:21][CH:22]=2)[C@H:17]([NH:25][C:26](=[O:35])[O:27][CH2:28][C:29]2[CH:34]=[CH:33][CH:32]=[CH:31][CH:30]=2)[C@@H:16]([CH3:36])[C@@H:15]1[CH:37]1[CH2:39][CH2:38]1)(=[O:13])[CH3:12].P([O-])([O-])([O-])=O.[K+].[K+].[K+].CC(C1C=C(C(C)C)C(C2C=CC=CC=2P(C2CCCCC2)C2CCCCC2)=C(C(C)C)C=1)C. Given the product [C:11]([N:14]1[C:23]2[C:18](=[CH:19][C:20]([C:6]3[CH:5]=[N:4][N:3]([CH2:1][CH3:2])[CH:7]=3)=[CH:21][CH:22]=2)[C@H:17]([NH:25][C:26](=[O:35])[O:27][CH2:28][C:29]2[CH:34]=[CH:33][CH:32]=[CH:31][CH:30]=2)[C@@H:16]([CH3:36])[C@@H:15]1[CH:37]1[CH2:38][CH2:39]1)(=[O:13])[CH3:12], predict the reactants needed to synthesize it.